This data is from Catalyst prediction with 721,799 reactions and 888 catalyst types from USPTO. The task is: Predict which catalyst facilitates the given reaction. (1) Reactant: [CH2:1]([O:3][C:4]1[C:5](I)=[CH:6][C:7]([F:23])=[C:8]([CH:22]=1)[C:9]([NH:11][C:12]1[CH:16]=[C:15]([C:17]([F:20])([F:19])[F:18])[N:14]([CH3:21])[N:13]=1)=[O:10])[CH3:2].[CH3:25][C:26]1([CH3:42])[C:30]([CH3:32])([CH3:31])[O:29][B:28]([B:28]2[O:29][C:30]([CH3:32])([CH3:31])[C:26]([CH3:42])([CH3:25])[O:27]2)[O:27]1.C([O-])(=O)C.[K+]. Product: [CH2:1]([O:3][C:4]1[C:5]([B:28]2[O:29][C:30]([CH3:32])([CH3:31])[C:26]([CH3:42])([CH3:25])[O:27]2)=[CH:6][C:7]([F:23])=[C:8]([CH:22]=1)[C:9]([NH:11][C:12]1[CH:16]=[C:15]([C:17]([F:20])([F:19])[F:18])[N:14]([CH3:21])[N:13]=1)=[O:10])[CH3:2]. The catalyst class is: 16. (2) Product: [I:11][C:10]1[C:3]2[C:2]([NH:34][CH2:33][C:32]3[CH:35]=[CH:36][C:29]([O:28][CH3:27])=[CH:30][CH:31]=3)=[N:7][CH:6]=[N:5][C:4]=2[N:8]([S:12]([C:15]2[CH:20]=[CH:19][CH:18]=[CH:17][CH:16]=2)(=[O:14])=[O:13])[CH:9]=1. Reactant: Cl[C:2]1[C:3]2[C:10]([I:11])=[CH:9][N:8]([S:12]([C:15]3[CH:20]=[CH:19][CH:18]=[CH:17][CH:16]=3)(=[O:14])=[O:13])[C:4]=2[N:5]=[CH:6][N:7]=1.C([O-])([O-])=O.[K+].[K+].[CH3:27][O:28][C:29]1[CH:36]=[CH:35][C:32]([CH2:33][NH2:34])=[CH:31][CH:30]=1. The catalyst class is: 12. (3) Reactant: [NH2:1][C:2]1[CH:7]=[CH:6][C:5]([OH:8])=[CH:4][CH:3]=1.C(=O)([O-])[O-].[Cs+].[Cs+].Cl[C:16]1[CH:21]=[CH:20][N:19]=[C:18]([C:22]([NH:24][CH3:25])=[O:23])[CH:17]=1. Product: [NH2:1][C:2]1[CH:7]=[CH:6][C:5]([O:8][C:16]2[CH:21]=[CH:20][N:19]=[C:18]([C:22]([NH:24][CH3:25])=[O:23])[CH:17]=2)=[CH:4][CH:3]=1. The catalyst class is: 9. (4) Reactant: [CH3:1][O:2][C:3]1[CH:8]=[C:7]([CH3:9])[C:6]([S:10]([N:13]([CH2:15][C:16]2[O:20][CH:19]=[C:18]([C:21](O)=[O:22])[CH:17]=2)[CH3:14])(=[O:12])=[O:11])=[C:5]([CH3:24])[CH:4]=1.C1N=CN(C(N2C=NC=C2)=O)C=1.CCN(C(C)C)C(C)C.[NH2:46][CH2:47][CH2:48][C:49]1[CH:54]=[CH:53][C:52]([NH:55][C:56]2[N:61]=[C:60]([NH2:62])[CH:59]=[CH:58][N:57]=2)=[CH:51][CH:50]=1. Product: [NH2:62][C:60]1[CH:59]=[CH:58][N:57]=[C:56]([NH:55][C:52]2[CH:53]=[CH:54][C:49]([CH2:48][CH2:47][NH:46][C:21]([C:18]3[CH:17]=[C:16]([CH2:15][N:13]([S:10]([C:6]4[C:5]([CH3:24])=[CH:4][C:3]([O:2][CH3:1])=[CH:8][C:7]=4[CH3:9])(=[O:11])=[O:12])[CH3:14])[O:20][CH:19]=3)=[O:22])=[CH:50][CH:51]=2)[N:61]=1. The catalyst class is: 26. (5) Reactant: C(Cl)(=O)[C:2](Cl)=[O:3].CN(C=O)C.[CH2:12]([O:14][C:15](=[O:19])[CH:16]=[N+:17]=[N-:18])[CH3:13].CCOCC. Product: [CH2:12]([O:14][C:15](=[O:19])[C:16](=[N+:17]=[N-:18])[CH:2]=[O:3])[CH3:13]. The catalyst class is: 22. (6) Reactant: [O:1]=[S:2]1(=[O:15])[C:7]2[CH:8]=[CH:9][CH:10]=[CH:11][C:6]=2[N:5]2[CH2:12][CH2:13][CH2:14][C:4]2=[N:3]1. Product: [O:15]=[S:2]1(=[O:1])[C:7]2[CH:8]=[CH:9][CH:10]=[CH:11][C:6]=2[N:5]2[CH2:12][CH2:13][CH2:14][C@@H:4]2[NH:3]1. The catalyst class is: 11. (7) Reactant: Br[CH2:2][CH2:3][C:4]1[CH:5]=[C:6]([Br:10])[CH:7]=[CH:8][CH:9]=1.[C:11]([O:15][C:16]([N:18]1[CH2:23][CH2:22][NH:21][CH2:20][CH2:19]1)=[O:17])([CH3:14])([CH3:13])[CH3:12].C(=O)([O-])[O-].[K+].[K+].C(#N)C. Product: [C:11]([O:15][C:16]([N:18]1[CH2:23][CH2:22][N:21]([CH2:2][CH2:3][C:4]2[CH:5]=[C:6]([Br:10])[CH:7]=[CH:8][CH:9]=2)[CH2:20][CH2:19]1)=[O:17])([CH3:14])([CH3:12])[CH3:13]. The catalyst class is: 13.